From a dataset of Forward reaction prediction with 1.9M reactions from USPTO patents (1976-2016). Predict the product of the given reaction. Given the reactants [OH:1][C:2]1[C:3]([N+:15]([O-:17])=[O:16])=[C:4]([C:11]([O:13][CH3:14])=[O:12])[S:5][C:6]=1[C:7]([O:9][CH3:10])=[O:8].[C:18](=O)([O-])[O-].[K+].[K+].S(OC)(OC)(=O)=O, predict the reaction product. The product is: [CH3:18][O:1][C:2]1[C:3]([N+:15]([O-:17])=[O:16])=[C:4]([C:11]([O:13][CH3:14])=[O:12])[S:5][C:6]=1[C:7]([O:9][CH3:10])=[O:8].